Dataset: Reaction yield outcomes from USPTO patents with 853,638 reactions. Task: Predict the reaction yield, written as a fraction of the theoretical maximum amount of product (1.0 means a 100% yield; for example, 0.34 means a 34% yield). (1) The reactants are [F:1][C:2]1([C:6]2[CH:11]=[CH:10][C:9]([C:12]3[CH:13]=[C:14]4[C:19](=[CH:20][CH:21]=3)[N:18]=[C:17]([C:22]3[CH:23]=[N:24][CH:25]=[CH:26][CH:27]=3)[N:16]=[C:15]4[N:28](C)[C:29](=O)OC(C)(C)C)=[C:8]([CH3:37])[CH:7]=2)[CH2:5][O:4][CH2:3]1.FC(F)(F)C(O)=O. The catalyst is ClCCl. The product is [F:1][C:2]1([C:6]2[CH:11]=[CH:10][C:9]([C:12]3[CH:13]=[C:14]4[C:19](=[CH:20][CH:21]=3)[N:18]=[C:17]([C:22]3[CH:23]=[N:24][CH:25]=[CH:26][CH:27]=3)[N:16]=[C:15]4[NH:28][CH3:29])=[C:8]([CH3:37])[CH:7]=2)[CH2:3][O:4][CH2:5]1. The yield is 0.530. (2) The reactants are [Cl-].[Cl:2][C:3]1[CH:4]=[C:5]([C:9]2[C:18]3[C:13](=[CH:14][CH:15]=[C:16]([C:19]([C:27]4[CH:32]=[CH:31][C:30]([Cl:33])=[CH:29][N:28]=4)(O)[C:20]4[N:21]([CH3:25])[CH:22]=[N:23][CH:24]=4)[CH:17]=3)[N:12]([CH3:34])[C:11](=[O:35])[CH:10]=2)[CH:6]=[CH:7][CH:8]=1.C(=O)([O-])[O-].[K+].[K+].[CH:42]1([NH2:45])[CH2:44][CH2:43]1. The catalyst is CN(C=O)C. The product is [Cl:2][C:3]1[CH:4]=[C:5]([C:9]2[C:18]3[C:13](=[CH:14][CH:15]=[C:16]([C:19]([C:27]4[CH:32]=[CH:31][C:30]([Cl:33])=[CH:29][N:28]=4)([NH:45][CH:42]4[CH2:44][CH2:43]4)[C:20]4[N:21]([CH3:25])[CH:22]=[N:23][CH:24]=4)[CH:17]=3)[N:12]([CH3:34])[C:11](=[O:35])[CH:10]=2)[CH:6]=[CH:7][CH:8]=1. The yield is 0.320. (3) The reactants are [CH3:1][C:2]1[S:3][C:4]([C:10]2[CH:15]=[CH:14][CH:13]=[CH:12][CH:11]=2)=[C:5]([C:7]([OH:9])=O)[N:6]=1.C(Cl)(=O)C(Cl)=O.CN(C=O)C.[Cl:27][C:28]1[N:32]2[CH:33]=[C:34]([F:37])[CH:35]=[CH:36][C:31]2=[N:30][C:29]=1[CH2:38][C@@H:39]1[CH2:44][CH2:43][CH2:42][CH2:41][NH:40]1. The catalyst is C(Cl)Cl.C([O-])(O)=O.[Na+].O. The product is [Cl:27][C:28]1[N:32]2[CH:33]=[C:34]([F:37])[CH:35]=[CH:36][C:31]2=[N:30][C:29]=1[CH2:38][C@@H:39]1[CH2:44][CH2:43][CH2:42][CH2:41][N:40]1[C:7]([C:5]1[N:6]=[C:2]([CH3:1])[S:3][C:4]=1[C:10]1[CH:15]=[CH:14][CH:13]=[CH:12][CH:11]=1)=[O:9]. The yield is 0.570. (4) The reactants are [CH2:1]([O:3][C:4]([CH:6]1[C:18]2[C:17]3[C:12](=[C:13](Cl)[CH:14]=[CH:15][C:16]=3[O:19][CH3:20])[N:11]([CH2:22][CH2:23][F:24])[C:10]=2[CH2:9][CH2:8][CH2:7]1)=[O:5])[CH3:2].C(N(CC)CC)C. The catalyst is CO.[Pd]. The product is [CH2:1]([O:3][C:4]([CH:6]1[C:18]2[C:17]3[C:12](=[CH:13][CH:14]=[CH:15][C:16]=3[O:19][CH3:20])[N:11]([CH2:22][CH2:23][F:24])[C:10]=2[CH2:9][CH2:8][CH2:7]1)=[O:5])[CH3:2]. The yield is 0.880. (5) The reactants are [CH3:1][O:2][CH2:3][C@H:4]([CH3:36])[O:5][C:6]1[CH:7]=[C:8]([C:23]2[NH:27][C:26]([C:28]([NH:30][CH2:31][C:32]([O:34][CH3:35])=O)=[O:29])=[CH:25][CH:24]=2)[CH:9]=[C:10]([O:12][C:13]2[CH:18]=[CH:17][C:16]([S:19]([CH3:22])(=[O:21])=[O:20])=[CH:15][CH:14]=2)[CH:11]=1.C1(P(C2C=CC=CC=2)C2C=CC=CC=2)C=CC=CC=1.C(N(CC)CC)C.C(Cl)(Cl)(Cl)Cl. The catalyst is C(#N)C.O. The product is [CH3:35][O:34][C:32]1[O:29][C:28]([C:26]2[NH:27][C:23]([C:8]3[CH:9]=[C:10]([O:12][C:13]4[CH:18]=[CH:17][C:16]([S:19]([CH3:22])(=[O:20])=[O:21])=[CH:15][CH:14]=4)[CH:11]=[C:6]([O:5][C@@H:4]([CH3:36])[CH2:3][O:2][CH3:1])[CH:7]=3)=[CH:24][CH:25]=2)=[N:30][CH:31]=1. The yield is 0.620.